From a dataset of Catalyst prediction with 721,799 reactions and 888 catalyst types from USPTO. Predict which catalyst facilitates the given reaction. (1) Reactant: [Cl:1][C:2]1[S:30][C:5]2[O:6][C:7]3[CH:28]=[C:27]([CH3:29])[CH:26]=[CH:25][C:8]=3[N:9]=[C:10]([N:11]3[CH2:16][CH2:15][N:14]([CH2:17][C:18]([CH3:24])([CH3:23])[C:19]([O:21]C)=[O:20])[CH2:13][CH2:12]3)[C:4]=2[CH:3]=1.[OH-].[Na+].Cl. Product: [Cl:1][C:2]1[S:30][C:5]2[O:6][C:7]3[CH:28]=[C:27]([CH3:29])[CH:26]=[CH:25][C:8]=3[N:9]=[C:10]([N:11]3[CH2:12][CH2:13][N:14]([CH2:17][C:18]([CH3:24])([CH3:23])[C:19]([OH:21])=[O:20])[CH2:15][CH2:16]3)[C:4]=2[CH:3]=1. The catalyst class is: 252. (2) Reactant: [H-].[Na+].[F:3][CH:4]([F:7])[CH2:5][OH:6].[Cl:8][C:9]1[CH:21]=[C:20](F)[CH:19]=[CH:18][C:10]=1[C:11]([O:13][C:14]([CH3:17])([CH3:16])[CH3:15])=[O:12]. Product: [Cl:8][C:9]1[CH:21]=[C:20]([O:6][CH2:5][CH:4]([F:7])[F:3])[CH:19]=[CH:18][C:10]=1[C:11]([O:13][C:14]([CH3:17])([CH3:16])[CH3:15])=[O:12]. The catalyst class is: 9. (3) Reactant: [CH2:1]([O:8][C:9]1[C:18]2[C:13](=[CH:14][CH:15]=[C:16]([C:19]3[CH:24]=[CH:23][CH:22]=[C:21]([O:25][CH3:26])[CH:20]=3)[CH:17]=2)[CH:12]=[C:11](Cl)[N:10]=1)[C:2]1[CH:7]=[CH:6][CH:5]=[CH:4][CH:3]=1.[N:28]1[CH:33]=[CH:32][CH:31]=[C:30](B(O)O)[CH:29]=1.C([O-])([O-])=O.[K+].[K+]. Product: [CH2:1]([O:8][C:9]1[C:18]2[C:13](=[CH:14][CH:15]=[C:16]([C:19]3[CH:24]=[CH:23][CH:22]=[C:21]([O:25][CH3:26])[CH:20]=3)[CH:17]=2)[CH:12]=[C:11]([C:30]2[CH:29]=[N:28][CH:33]=[CH:32][CH:31]=2)[N:10]=1)[C:2]1[CH:7]=[CH:6][CH:5]=[CH:4][CH:3]=1. The catalyst class is: 184. (4) Reactant: [H-].[H-].[H-].[H-].[Li+].[Al+3].[CH2:7]([O:13][C:14]1[CH:19]=[CH:18][C:17]([C:20]2[CH:30]=[C:29]([C:31](OCC)=[O:32])[CH:28]=[CH:27][C:21]=2[C:22](OCC)=[O:23])=[CH:16][CH:15]=1)[CH2:8][CH2:9][CH2:10][CH2:11][CH3:12].S(=O)(=O)(O)O. Product: [OH:23][CH2:22][C:21]1[CH:27]=[CH:28][C:29]([CH2:31][OH:32])=[CH:30][C:20]=1[C:17]1[CH:18]=[CH:19][C:14]([O:13][CH2:7][CH2:8][CH2:9][CH2:10][CH2:11][CH3:12])=[CH:15][CH:16]=1. The catalyst class is: 1. (5) The catalyst class is: 18. Reactant: [O:1]=[C:2]1[NH:8][C:7]2[CH:9]=[CH:10][CH:11]=[CH:12][C:6]=2[C:5]([C:13]2[CH:18]=[CH:17][CH:16]=[CH:15][CH:14]=2)=[N:4][CH:3]1[NH:19][C:20](=[O:29])[O:21][CH2:22][C:23]1[CH:28]=[CH:27][CH:26]=[CH:25][CH:24]=1.[H-].[Na+].[CH3:32]I.S([O-])(O)(=O)=O.[Na+]. Product: [CH3:32][N:8]1[C:7]2[CH:9]=[CH:10][CH:11]=[CH:12][C:6]=2[C:5]([C:13]2[CH:18]=[CH:17][CH:16]=[CH:15][CH:14]=2)=[N:4][CH:3]([NH:19][C:20](=[O:29])[O:21][CH2:22][C:23]2[CH:24]=[CH:25][CH:26]=[CH:27][CH:28]=2)[C:2]1=[O:1].